The task is: Predict the product of the given reaction.. This data is from Forward reaction prediction with 1.9M reactions from USPTO patents (1976-2016). (1) The product is: [CH3:1][O:2][CH2:3][CH2:4][O:5][CH2:6][CH2:7][O:8][CH2:9][CH2:10][O:11][C:15]1[CH:22]=[CH:21][C:20]([N+:23]([O-:25])=[O:24])=[CH:19][C:16]=1[C:17]#[N:18]. Given the reactants [CH3:1][O:2][CH2:3][CH2:4][O:5][CH2:6][CH2:7][O:8][CH2:9][CH2:10][OH:11].[H-].[Na+].F[C:15]1[CH:22]=[CH:21][C:20]([N+:23]([O-:25])=[O:24])=[CH:19][C:16]=1[C:17]#[N:18], predict the reaction product. (2) The product is: [Br:1][C:2]1[CH:7]=[CH:6][C:5]([N+:8]([O-:10])=[O:9])=[CH:4][C:3]=1[O:11][CH2:18][C:19]1[CH:24]=[CH:23][CH:22]=[CH:21][CH:20]=1. Given the reactants [Br:1][C:2]1[CH:7]=[CH:6][C:5]([N+:8]([O-:10])=[O:9])=[CH:4][C:3]=1[OH:11].C(=O)([O-])[O-].[K+].[K+].[CH2:18](Br)[C:19]1[CH:24]=[CH:23][CH:22]=[CH:21][CH:20]=1, predict the reaction product. (3) Given the reactants [CH2:1]([NH:8][CH:9]1[CH2:12][N:11]([C:13]([CH3:32])([CH3:31])[CH2:14][CH2:15][C:16]([C:25]2[CH:30]=[CH:29][CH:28]=[CH:27][CH:26]=2)([C:19]2[CH:24]=[CH:23][CH:22]=[CH:21][CH:20]=2)[C:17]#[N:18])[CH2:10]1)[C:2]1[CH:7]=[CH:6][CH:5]=[CH:4][CH:3]=1.[OH-:33].[K+], predict the reaction product. The product is: [CH2:1]([NH:8][CH:9]1[CH2:10][N:11]([C:13]([CH3:32])([CH3:31])[CH2:14][CH2:15][C:16]([C:19]2[CH:20]=[CH:21][CH:22]=[CH:23][CH:24]=2)([C:25]2[CH:26]=[CH:27][CH:28]=[CH:29][CH:30]=2)[C:17]([NH2:18])=[O:33])[CH2:12]1)[C:2]1[CH:3]=[CH:4][CH:5]=[CH:6][CH:7]=1. (4) Given the reactants [CH2:1]([O:3][P:4]([CH2:9][C:10]1[CH:15]=[C:14]([Cl:16])[CH:13]=[CH:12][C:11]=1[O:17][CH2:18][C:19]([N:21]1[CH2:26][C@H:25]([CH3:27])[N:24]([CH2:28][C:29]2[CH:34]=[CH:33][C:32]([F:35])=[CH:31][CH:30]=2)[CH2:23][C@H:22]1[CH3:36])=[O:20])(=[O:8])[O:5]CC)[CH3:2].C[Si](Br)(C)C, predict the reaction product. The product is: [CH2:1]([O:3][P:4]([CH2:9][C:10]1[CH:15]=[C:14]([Cl:16])[CH:13]=[CH:12][C:11]=1[O:17][CH2:18][C:19]([N:21]1[CH2:26][C@H:25]([CH3:27])[N:24]([CH2:28][C:29]2[CH:30]=[CH:31][C:32]([F:35])=[CH:33][CH:34]=2)[CH2:23][C@H:22]1[CH3:36])=[O:20])(=[O:5])[OH:8])[CH3:2]. (5) Given the reactants [CH3:1][O:2][CH:3]1[CH2:8][CH2:7][NH:6][CH2:5][CH2:4]1.C(O)(C(F)(F)F)=O.C(N(CC)CC)C.[C:23]([O:26][C@H:27]1[CH2:44][CH2:43][C@@:42]2([CH3:45])[C@@H:29]([CH2:30][CH2:31][C@:32]3([CH3:57])[C@@H:41]2[CH2:40][CH2:39][C@H:38]2[C@@:33]3([CH3:56])[CH2:34][CH2:35][C@@:36]3([C:53](Cl)=[O:54])[CH2:48][CH2:47][C@@H:46]([C:49]4([CH3:52])[CH2:51][CH2:50]4)[C@@H:37]32)[C:28]1([CH3:59])[CH3:58])(=[O:25])[CH3:24], predict the reaction product. The product is: [C:23]([O:26][C@H:27]1[CH2:44][CH2:43][C@@:42]2([CH3:45])[C@@H:29]([CH2:30][CH2:31][C@:32]3([CH3:57])[C@@H:41]2[CH2:40][CH2:39][C@H:38]2[C@@:33]3([CH3:56])[CH2:34][CH2:35][C@@:36]3([C:53]([N:6]4[CH2:7][CH2:8][CH:3]([O:2][CH3:1])[CH2:4][CH2:5]4)=[O:54])[CH2:48][CH2:47][C@@H:46]([C:49]4([CH3:52])[CH2:50][CH2:51]4)[C@@H:37]32)[C:28]1([CH3:59])[CH3:58])(=[O:25])[CH3:24]. (6) The product is: [CH3:1][O:2][C:3]1[CH:4]=[CH:5][C:6]2[C:7]3[N:15]=[C:14]([C:16]4[CH:17]=[CH:18][C:19]([O:22][CH3:23])=[CH:20][CH:21]=4)[CH:13]=[C:12]([C:24]([NH2:31])=[O:26])[C:8]=3[NH:9][C:10]=2[CH:11]=1. Given the reactants [CH3:1][O:2][C:3]1[CH:4]=[CH:5][C:6]2[C:7]3[N:15]=[C:14]([C:16]4[CH:21]=[CH:20][C:19]([O:22][CH3:23])=[CH:18][CH:17]=4)[CH:13]=[C:12]([C:24]([OH:26])=O)[C:8]=3[NH:9][C:10]=2[CH:11]=1.[Cl-].[NH4+].Cl.C[N:31](C)CCCN=C=NCC.O.ON1C2C=CC=CC=2N=N1.C(N(CC)CC)C, predict the reaction product.